Dataset: Forward reaction prediction with 1.9M reactions from USPTO patents (1976-2016). Task: Predict the product of the given reaction. (1) Given the reactants FC(F)(F)C(O)=O.[CH3:8][N:9]([CH3:47])[CH2:10][CH2:11][O:12][C:13]1[CH:18]=[CH:17][C:16]([C:19]2[C:27]3[C:22](=[CH:23][C:24]([N:28]4[CH2:33][CH2:32][N:31](C(OC(C)(C)C)=O)[CH2:30][CH2:29]4)=[CH:25][CH:26]=3)[N:21]([C:41]3[CH:46]=[CH:45][N:44]=[CH:43][CH:42]=3)[CH:20]=2)=[CH:15][CH:14]=1, predict the reaction product. The product is: [CH3:8][N:9]([CH3:47])[CH2:10][CH2:11][O:12][C:13]1[CH:14]=[CH:15][C:16]([C:19]2[C:27]3[C:22](=[CH:23][C:24]([N:28]4[CH2:29][CH2:30][NH:31][CH2:32][CH2:33]4)=[CH:25][CH:26]=3)[N:21]([C:41]3[CH:46]=[CH:45][N:44]=[CH:43][CH:42]=3)[CH:20]=2)=[CH:17][CH:18]=1. (2) The product is: [Cl:1][C:2]1[N:7]=[C:6]([NH:19][CH:20]2[CH2:25][CH2:24][CH2:23][N:22]([C:26]([O:28][C:29]([CH3:32])([CH3:31])[CH3:30])=[O:27])[CH2:21]2)[C:5]([F:9])=[CH:4][N:3]=1. Given the reactants [Cl:1][C:2]1[N:7]=[C:6](Cl)[C:5]([F:9])=[CH:4][N:3]=1.CCN(C(C)C)C(C)C.[NH2:19][CH:20]1[CH2:25][CH2:24][CH2:23][N:22]([C:26]([O:28][C:29]([CH3:32])([CH3:31])[CH3:30])=[O:27])[CH2:21]1, predict the reaction product.